Predict the reactants needed to synthesize the given product. From a dataset of Full USPTO retrosynthesis dataset with 1.9M reactions from patents (1976-2016). Given the product [CH3:26][S:23]([CH2:22][CH2:21][CH2:20][O:19][C:14]1[CH:15]=[CH:16][CH:17]=[C:18]2[C:13]=1[CH:12]=[CH:11][N:10]2[C:8]1[CH:7]=[CH:6][N:5]=[C:4]([NH:41][CH:38]2[CH2:39][CH2:40][CH:35]([C:32]([OH:31])([CH3:33])[CH3:34])[CH2:36][CH2:37]2)[N:9]=1)(=[O:25])=[O:24], predict the reactants needed to synthesize it. The reactants are: CS([C:4]1[N:9]=[C:8]([N:10]2[C:18]3[C:13](=[C:14]([O:19][CH2:20][CH2:21][CH2:22][S:23]([CH3:26])(=[O:25])=[O:24])[CH:15]=[CH:16][CH:17]=3)[CH:12]=[CH:11]2)[CH:7]=[CH:6][N:5]=1)=O.C([O-])(=O)C.[OH:31][C:32]([CH:35]1[CH2:40][CH2:39][CH:38]([NH3+:41])[CH2:37][CH2:36]1)([CH3:34])[CH3:33].CCN(C(C)C)C(C)C.